Predict the product of the given reaction. From a dataset of Forward reaction prediction with 1.9M reactions from USPTO patents (1976-2016). (1) Given the reactants [F:1][C:2]1[CH:7]=[CH:6][C:5]([F:8])=[CH:4][C:3]=1[OH:9].C(=O)([O-])[O-].[Cs+].[Cs+].F[C:17]1[C:18]([O:35][C:36]2[CH:37]=[N:38][C:39]([S:42]([CH3:45])(=[O:44])=[O:43])=[CH:40][CH:41]=2)=[CH:19][C:20]([N+:32]([O-])=O)=[C:21]([NH:23][C:24]([C:26]2[CH:31]=[N:30][CH:29]=[CH:28][N:27]=2)=O)[CH:22]=1.O.O.[Sn](Cl)Cl.C(=O)(O)[O-].[Na+], predict the reaction product. The product is: [F:1][C:2]1[CH:7]=[CH:6][C:5]([F:8])=[CH:4][C:3]=1[O:9][C:17]1[C:18]([O:35][C:36]2[CH:37]=[N:38][C:39]([S:42]([CH3:45])(=[O:44])=[O:43])=[CH:40][CH:41]=2)=[CH:19][C:20]2[NH:32][C:24]([C:26]3[CH:31]=[N:30][CH:29]=[CH:28][N:27]=3)=[N:23][C:21]=2[CH:22]=1. (2) Given the reactants [Cl:1][C:2]1[C:11]2[S:10](=[O:13])(=[O:12])[NH:9][N:8]=[CH:7][C:6]=2[CH:5]=[CH:4][C:3]=1[O:14][CH3:15].[CH3:16]I, predict the reaction product. The product is: [Cl:1][C:2]1[C:11]2[S:10](=[O:12])(=[O:13])[N:9]([CH3:16])[N:8]=[CH:7][C:6]=2[CH:5]=[CH:4][C:3]=1[O:14][CH3:15]. (3) Given the reactants FC(F)(F)S(O[C:7]1[C:8]([CH3:36])([CH3:35])[C@H:9]2[C@:22]([CH3:25])([CH2:23][CH:24]=1)[C@@H:21]1[C@:12]([CH3:34])([C@@:13]3([CH3:33])[C@H:18]([CH2:19][CH2:20]1)[C@H:17]1[C@H:26]([C:29]([CH3:31])=[CH2:30])[CH2:27][CH2:28][C@:16]1([NH2:32])[CH2:15][CH2:14]3)[CH2:11][CH2:10]2)(=O)=O.[CH3:39][C:40]1[CH:45]=[C:44](B2OC(C)(C)C(C)(C)O2)[CH2:43][CH2:42][C:41]=1[C:55]([O:57][CH2:58][CH3:59])=[O:56], predict the reaction product. The product is: [NH2:32][C@:16]12[CH2:28][CH2:27][C@@H:26]([C:29]([CH3:31])=[CH2:30])[C@@H:17]1[C@@H:18]1[C@@:13]([CH3:33])([CH2:14][CH2:15]2)[C@@:12]2([CH3:34])[C@@H:21]([C@:22]3([CH3:25])[C@@H:9]([CH2:10][CH2:11]2)[C:8]([CH3:35])([CH3:36])[C:7]([C:44]2[CH2:43][CH2:42][C:41]([C:55]([O:57][CH2:58][CH3:59])=[O:56])=[C:40]([CH3:39])[CH:45]=2)=[CH:24][CH2:23]3)[CH2:20][CH2:19]1. (4) The product is: [N:1]1[CH:6]=[CH:5][CH:4]=[CH:3][C:2]=1[C:7]([NH:9][C:10]1[C:11]([C:21]([NH:25][CH2:26][CH2:27][CH2:28][C:29]([O:31][CH2:32][CH3:33])=[O:30])=[O:23])=[N:12][N:13]([CH:15]2[CH2:20][CH2:19][CH2:18][CH2:17][O:16]2)[CH:14]=1)=[O:8]. Given the reactants [N:1]1[CH:6]=[CH:5][CH:4]=[CH:3][C:2]=1[C:7]([NH:9][C:10]1[C:11]([C:21]([OH:23])=O)=[N:12][N:13]([CH:15]2[CH2:20][CH2:19][CH2:18][CH2:17][O:16]2)[CH:14]=1)=[O:8].Cl.[NH2:25][CH2:26][CH2:27][CH2:28][C:29]([O:31][CH2:32][CH3:33])=[O:30].CCN=C=NCCCN(C)C.C1C=CC2N(O)N=NC=2C=1.C(=O)([O-])O.[Na+], predict the reaction product.